From a dataset of Retrosynthesis with 50K atom-mapped reactions and 10 reaction types from USPTO. Predict the reactants needed to synthesize the given product. (1) The reactants are: CI.COc1ccc(-c2cc(Cl)cc3c2NC(CN=[N+]=[N-])CO3)c(C)c1. Given the product COc1ccc(-c2cc(Cl)cc3c2N(C)C(CN=[N+]=[N-])CO3)c(C)c1, predict the reactants needed to synthesize it. (2) Given the product Cn1ccnc1Sc1ccc(Nc2c(C#N)cnc3cc(-c4ccc(CN5CCOCC5)nc4)ccc23)cc1Cl, predict the reactants needed to synthesize it. The reactants are: Brc1ccc(CN2CCOCC2)nc1.Cn1ccnc1Sc1ccc(Nc2c(C#N)cnc3cc(Br)ccc23)cc1Cl.